Predict the reactants needed to synthesize the given product. From a dataset of Full USPTO retrosynthesis dataset with 1.9M reactions from patents (1976-2016). (1) Given the product [CH3:22][O:23][C:24]1[CH:29]=[CH:28][C:27]([CH2:30][O:31][C:32]2[N:37]=[CH:36][C:35]([O:1][CH2:2][CH2:3][N:4]([CH2:17][C:18]([F:19])([F:20])[F:21])[C:5]3[CH:12]=[CH:11][C:8]([C:9]#[N:10])=[C:7]([C:13]([F:15])([F:16])[F:14])[CH:6]=3)=[CH:34][CH:33]=2)=[CH:26][CH:25]=1, predict the reactants needed to synthesize it. The reactants are: [OH:1][CH2:2][CH2:3][N:4]([CH2:17][C:18]([F:21])([F:20])[F:19])[C:5]1[CH:12]=[CH:11][C:8]([C:9]#[N:10])=[C:7]([C:13]([F:16])([F:15])[F:14])[CH:6]=1.[CH3:22][O:23][C:24]1[CH:29]=[CH:28][C:27]([CH2:30][O:31][C:32]2[N:37]=[CH:36][C:35](O)=[CH:34][CH:33]=2)=[CH:26][CH:25]=1.C1C=CC(P(C2C=CC=CC=2)C2C=CC=CC=2)=CC=1. (2) Given the product [F:22][C:19]1[CH:20]=[CH:21][C:14]2[O:13][C:12]([S:9]([C:6]3[CH:7]=[CH:8][C:3](=[O:2])[NH:4][N:5]=3)(=[O:11])=[O:10])=[C:16]([CH3:17])[C:15]=2[CH:18]=1, predict the reactants needed to synthesize it. The reactants are: C[O:2][C:3]1[N:4]=[N:5][C:6]([S:9]([C:12]2[O:13][C:14]3[CH:21]=[CH:20][C:19]([F:22])=[CH:18][C:15]=3[C:16]=2[CH3:17])(=[O:11])=[O:10])=[CH:7][CH:8]=1.Cl.